From a dataset of NCI-60 drug combinations with 297,098 pairs across 59 cell lines. Regression. Given two drug SMILES strings and cell line genomic features, predict the synergy score measuring deviation from expected non-interaction effect. Drug 1: CCCS(=O)(=O)NC1=C(C(=C(C=C1)F)C(=O)C2=CNC3=C2C=C(C=N3)C4=CC=C(C=C4)Cl)F. Drug 2: C(=O)(N)NO. Cell line: HCT116. Synergy scores: CSS=10.2, Synergy_ZIP=-1.05, Synergy_Bliss=-0.128, Synergy_Loewe=-1.95, Synergy_HSA=-1.85.